Dataset: NCI-60 drug combinations with 297,098 pairs across 59 cell lines. Task: Regression. Given two drug SMILES strings and cell line genomic features, predict the synergy score measuring deviation from expected non-interaction effect. (1) Drug 1: CC=C1C(=O)NC(C(=O)OC2CC(=O)NC(C(=O)NC(CSSCCC=C2)C(=O)N1)C(C)C)C(C)C. Drug 2: CC1CCC2CC(C(=CC=CC=CC(CC(C(=O)C(C(C(=CC(C(=O)CC(OC(=O)C3CCCCN3C(=O)C(=O)C1(O2)O)C(C)CC4CCC(C(C4)OC)OCCO)C)C)O)OC)C)C)C)OC. Cell line: OVCAR-8. Synergy scores: CSS=23.3, Synergy_ZIP=-0.614, Synergy_Bliss=-1.63, Synergy_Loewe=-22.5, Synergy_HSA=-1.41. (2) Drug 1: C1=CC(=CC=C1CC(C(=O)O)N)N(CCCl)CCCl.Cl. Drug 2: CC1C(C(CC(O1)OC2CC(CC3=C2C(=C4C(=C3O)C(=O)C5=C(C4=O)C(=CC=C5)OC)O)(C(=O)CO)O)N)O.Cl. Cell line: SK-OV-3. Synergy scores: CSS=31.8, Synergy_ZIP=-1.41, Synergy_Bliss=0.240, Synergy_Loewe=-3.20, Synergy_HSA=0.782. (3) Drug 2: C1=CC=C(C=C1)NC(=O)CCCCCCC(=O)NO. Synergy scores: CSS=12.4, Synergy_ZIP=-0.484, Synergy_Bliss=-4.29, Synergy_Loewe=-24.2, Synergy_HSA=-4.55. Drug 1: C1=CC(=C2C(=C1NCCNCCO)C(=O)C3=C(C=CC(=C3C2=O)O)O)NCCNCCO. Cell line: M14. (4) Drug 1: CC1C(C(CC(O1)OC2CC(CC3=C2C(=C4C(=C3O)C(=O)C5=C(C4=O)C(=CC=C5)OC)O)(C(=O)C)O)N)O.Cl. Drug 2: C1CNP(=O)(OC1)N(CCCl)CCCl. Cell line: TK-10. Synergy scores: CSS=14.9, Synergy_ZIP=-3.60, Synergy_Bliss=1.74, Synergy_Loewe=0.524, Synergy_HSA=0.652. (5) Drug 1: CCC1=CC2CC(C3=C(CN(C2)C1)C4=CC=CC=C4N3)(C5=C(C=C6C(=C5)C78CCN9C7C(C=CC9)(C(C(C8N6C)(C(=O)OC)O)OC(=O)C)CC)OC)C(=O)OC.C(C(C(=O)O)O)(C(=O)O)O. Drug 2: B(C(CC(C)C)NC(=O)C(CC1=CC=CC=C1)NC(=O)C2=NC=CN=C2)(O)O. Cell line: BT-549. Synergy scores: CSS=43.8, Synergy_ZIP=-3.16, Synergy_Bliss=-4.86, Synergy_Loewe=-4.16, Synergy_HSA=-3.99.